From a dataset of Forward reaction prediction with 1.9M reactions from USPTO patents (1976-2016). Predict the product of the given reaction. (1) Given the reactants [O:1]1[CH2:6][CH2:5][N:4]([C:7]2[CH:12]=[CH:11][CH:10]=[CH:9][C:8]=2[NH:13][C:14]2[N:23]=[CH:22][C:21]3[C:16](=[CH:17][CH:18]=[C:19]([O:24][C:25]4[CH:30]=[CH:29][N:28]=[C:27]([C:31]([O:33]CCCC)=[O:32])[CH:26]=4)[CH:20]=3)[N:15]=2)[CH2:3][CH2:2]1.FC(F)(F)C(O)=O, predict the reaction product. The product is: [O:1]1[CH2:2][CH2:3][N:4]([C:7]2[CH:12]=[CH:11][CH:10]=[CH:9][C:8]=2[NH:13][C:14]2[N:23]=[CH:22][C:21]3[C:16](=[CH:17][CH:18]=[C:19]([O:24][C:25]4[CH:30]=[CH:29][N:28]=[C:27]([C:31]([OH:33])=[O:32])[CH:26]=4)[CH:20]=3)[N:15]=2)[CH2:5][CH2:6]1. (2) The product is: [CH3:1][S:2]([C:7]1[N:12]=[CH:11][C:10]([CH2:13][O:14][C:15]2[CH:20]=[N:19][C:18]([N:21]3[CH2:22][CH2:23][N:24]([C:27]([O:29][C:30]([CH3:33])([CH3:32])[CH3:31])=[O:28])[CH2:25][CH2:26]3)=[N:17][CH:16]=2)=[CH:9][CH:8]=1)(=[O:4])=[O:3]. Given the reactants [CH3:1][S:2]([O-:4])=[O:3].[Na+].Br[C:7]1[N:12]=[CH:11][C:10]([CH2:13][O:14][C:15]2[CH:16]=[N:17][C:18]([N:21]3[CH2:26][CH2:25][N:24]([C:27]([O:29][C:30]([CH3:33])([CH3:32])[CH3:31])=[O:28])[CH2:23][CH2:22]3)=[N:19][CH:20]=2)=[CH:9][CH:8]=1.CNCCNC, predict the reaction product. (3) Given the reactants [C:1]1([C:7]2[NH:8][C:9]3[C:14]([C:15]=2[CH:16]=O)=[CH:13][CH:12]=[CH:11][CH:10]=3)[CH:6]=[CH:5][CH:4]=[CH:3][CH:2]=1.C(#N)[CH:19]([CH2:21][C:22]#[N:23])O.[NH:25]1CCCCC1, predict the reaction product. The product is: [C:1]1([C:7]2[NH:8][C:9]3[C:14]([C:15]=2[CH:16]=[C:21]([C:19]#[N:25])[C:22]#[N:23])=[CH:13][CH:12]=[CH:11][CH:10]=3)[CH:6]=[CH:5][CH:4]=[CH:3][CH:2]=1. (4) The product is: [F:34][C:31]1[CH:30]=[CH:29][C:28]([CH2:27][NH:26][C:24]([C:22]2[N:23]=[C:18]([C@@H:12]3[CH2:13][C@@H:14]([O:16][CH3:17])[CH2:15][NH:11]3)[N:19]([CH3:37])[C:20](=[O:36])[C:21]=2[OH:35])=[O:25])=[CH:33][CH:32]=1. Given the reactants C(OC([N:11]1[CH2:15][C@H:14]([O:16][CH3:17])[CH2:13][C@H:12]1[C:18]1[N:19]([CH3:37])[C:20](=[O:36])[C:21]([OH:35])=[C:22]([C:24]([NH:26][CH2:27][C:28]2[CH:33]=[CH:32][C:31]([F:34])=[CH:30][CH:29]=2)=[O:25])[N:23]=1)=O)C1C=CC=CC=1, predict the reaction product. (5) Given the reactants [OH:1]/[N:2]=[C:3](/[NH2:7])\[CH:4]([CH3:6])[CH3:5].[Cl:8][C:9]([Cl:20])([Cl:19])[C:10](O[C:10](=O)[C:9]([Cl:20])([Cl:19])[Cl:8])=O, predict the reaction product. The product is: [CH:4]([C:3]1[N:7]=[C:10]([C:9]([Cl:20])([Cl:19])[Cl:8])[O:1][N:2]=1)([CH3:6])[CH3:5]. (6) Given the reactants [NH2:1][C:2]1[CH:3]=[C:4]([CH:28]=[CH:29][C:30]=1[N:31]1[CH:35]=[N:34][CH:33]=[N:32]1)[C:5]([NH:7][C:8]1[C:13]([CH2:14][CH3:15])=[CH:12][C:11]([C:16]([F:25])([C:21]([F:24])([F:23])[F:22])[C:17]([F:20])([F:19])[F:18])=[CH:10][C:9]=1[CH2:26][CH3:27])=[O:6].C(N(CC)CC)C.[F:43][C:44]1[CH:52]=[CH:51][C:47]([C:48](Cl)=[O:49])=[CH:46][CH:45]=1, predict the reaction product. The product is: [F:43][C:44]1[CH:52]=[CH:51][C:47]([C:48]([NH:1][C:2]2[CH:3]=[C:4]([CH:28]=[CH:29][C:30]=2[N:31]2[CH:35]=[N:34][CH:33]=[N:32]2)[C:5]([NH:7][C:8]2[C:13]([CH2:14][CH3:15])=[CH:12][C:11]([C:16]([F:25])([C:17]([F:19])([F:20])[F:18])[C:21]([F:22])([F:23])[F:24])=[CH:10][C:9]=2[CH2:26][CH3:27])=[O:6])=[O:49])=[CH:46][CH:45]=1. (7) Given the reactants [CH:1]1([OH:6])[CH2:5][CH2:4][CH2:3][CH2:2]1.F[C:8]1[CH:13]=[CH:12][CH:11]=[CH:10][C:9]=1[N+:14]([O-:16])=[O:15].[CH:17]1([O:22][C:23]2[CH:29]=[CH:28][CH:27]=[CH:26][C:24]=2[NH2:25])[CH2:21][CH2:20][CH2:19][CH2:18]1.[NH2:30][C:31]1[S:32][CH:33]=[CH:34][N:35]=1, predict the reaction product. The product is: [CH:1]1([O:6][C:8]2[CH:13]=[CH:12][CH:11]=[CH:10][C:9]=2[N+:14]([O-:16])=[O:15])[CH2:5][CH2:4][CH2:3][CH2:2]1.[CH:17]1([O:22][C:23]2[CH:29]=[CH:28][CH:27]=[CH:26][C:24]=2[NH:25][C:1]([NH:30][C:31]2[S:32][CH:33]=[CH:34][N:35]=2)=[O:6])[CH2:21][CH2:20][CH2:19][CH2:18]1.